Dataset: Catalyst prediction with 721,799 reactions and 888 catalyst types from USPTO. Task: Predict which catalyst facilitates the given reaction. (1) Reactant: [Cl:1][C:2]1[CH:3]=[C:4]([N+:20]([O-])=O)[C:5]([NH:8][CH2:9][C@@H:10]2[CH2:14][CH2:13][N:12]([C:15]([CH:17]3[CH2:19][CH2:18]3)=[O:16])[CH2:11]2)=[N:6][CH:7]=1.[Sn](Cl)Cl.[OH-].[Na+]. Product: [Cl:1][C:2]1[CH:3]=[C:4]([NH2:20])[C:5]([NH:8][CH2:9][C@@H:10]2[CH2:14][CH2:13][N:12]([C:15]([CH:17]3[CH2:18][CH2:19]3)=[O:16])[CH2:11]2)=[N:6][CH:7]=1. The catalyst class is: 13. (2) Reactant: [C:1]([O:5][C:6]([N:8]1[CH2:12][C@@H:11]([CH2:13][N:14]([CH:31]([CH3:33])[CH3:32])[C:15](=[O:30])[C:16]2[CH:21]=[CH:20][C:19]([O:22][CH3:23])=[C:18]([O:24][CH2:25][CH2:26][CH2:27][O:28][CH3:29])[CH:17]=2)[C@H:10]([CH:34]=O)[CH2:9]1)=[O:7])([CH3:4])([CH3:3])[CH3:2].[CH3:36][NH2:37].[BH4-].[Na+]. Product: [C:1]([O:5][C:6]([N:8]1[CH2:9][C@@H:10]([CH2:34][NH:37][CH3:36])[C@H:11]([CH2:13][N:14]([CH:31]([CH3:33])[CH3:32])[C:15](=[O:30])[C:16]2[CH:21]=[CH:20][C:19]([O:22][CH3:23])=[C:18]([O:24][CH2:25][CH2:26][CH2:27][O:28][CH3:29])[CH:17]=2)[CH2:12]1)=[O:7])([CH3:2])([CH3:3])[CH3:4]. The catalyst class is: 5. (3) The catalyst class is: 68. Product: [F:1][C:2]1[CH:28]=[CH:27][C:5]([CH2:6][N:7]2[CH:11]=[C:10]([C:12]3[N:13]=[C:14]4[N:19]([C:20](=[O:24])[C:21]=3[OH:22])[CH2:18][CH2:17][O:16][C:15]4([CH3:26])[CH3:25])[N:9]=[CH:8]2)=[CH:4][CH:3]=1. Reactant: [F:1][C:2]1[CH:28]=[CH:27][C:5]([CH2:6][N:7]2[CH:11]=[C:10]([C:12]3[N:13]=[C:14]4[N:19]([C:20](=[O:24])[C:21]=3[O:22]C)[CH2:18][CH2:17][O:16][C:15]4([CH3:26])[CH3:25])[N:9]=[CH:8]2)=[CH:4][CH:3]=1.B(Br)(Br)Br.S(C)C. (4) Reactant: [N:1]12[CH2:8][CH2:7][CH:4]([CH2:5][CH2:6]1)[C@@H:3]([OH:9])[CH2:2]2.[H-].[Na+].[CH3:12][CH:13]1[CH2:18][CH:17]([CH3:19])[CH2:16][N:15]([CH:20]([C:26]2[CH:31]=[CH:30][CH:29]=[CH:28][CH:27]=2)[C:21](OCC)=[O:22])[CH2:14]1. Product: [CH3:12][CH:13]1[CH2:18][CH:17]([CH3:19])[CH2:16][N:15]([CH:20]([C:26]2[CH:27]=[CH:28][CH:29]=[CH:30][CH:31]=2)[C:21]([O:9][C@@H:3]2[CH:4]3[CH2:7][CH2:8][N:1]([CH2:6][CH2:5]3)[CH2:2]2)=[O:22])[CH2:14]1. The catalyst class is: 11. (5) Reactant: Cl[C:2]1[N:11]=[C:10]([N:12]2[CH2:16][CH2:15][C@H:14]([NH:17][CH3:18])[CH2:13]2)[C:9]2[C:4](=[CH:5][CH:6]=[CH:7][C:8]=2[CH3:19])[N:3]=1.[NH2:20][C:21]1[CH:22]=[C:23]([CH:26]=[C:27]([NH2:29])[CH:28]=1)[C:24]#[N:25].C(N(C(C)C)CC)(C)C. Product: [NH2:20][C:21]1[CH:22]=[C:23]([CH:26]=[C:27]([NH:29][C:2]2[N:11]=[C:10]([N:12]3[CH2:16][CH2:15][C@H:14]([NH:17][CH3:18])[CH2:13]3)[C:9]3[C:4](=[CH:5][CH:6]=[CH:7][C:8]=3[CH3:19])[N:3]=2)[CH:28]=1)[C:24]#[N:25]. The catalyst class is: 107. (6) Reactant: [OH:1][NH:2][C:3](=[NH:21])[CH2:4][C:5]1([C:15]2[CH:20]=[CH:19][CH:18]=[CH:17][CH:16]=2)[CH2:14][CH2:13][C:8]2([O:12][CH2:11][CH2:10][O:9]2)[CH2:7][CH2:6]1.[C:22](OC(=O)C)(=[O:24])[CH3:23].CCCCCC. Product: [C:22]([O:1]/[N:2]=[C:3](\[NH2:21])/[CH2:4][C:5]1([C:15]2[CH:16]=[CH:17][CH:18]=[CH:19][CH:20]=2)[CH2:6][CH2:7][C:8]2([O:9][CH2:10][CH2:11][O:12]2)[CH2:13][CH2:14]1)(=[O:24])[CH3:23]. The catalyst class is: 13. (7) The catalyst class is: 15. Product: [Br:1][C:2]1[CH:3]=[C:4]([CH:9]2[N:29]([C:23]3[CH:24]=[CH:25][C:26]([F:28])=[CH:27][C:22]=3[F:21])[N:30]=[C:11]([C:12]([F:18])([F:17])[C:13]([F:16])([F:15])[F:14])[CH2:10]2)[CH:5]=[CH:6][C:7]=1[F:8]. Reactant: [Br:1][C:2]1[CH:3]=[C:4]([CH:9]=[CH:10][C:11](=O)[C:12]([F:18])([F:17])[C:13]([F:16])([F:15])[F:14])[CH:5]=[CH:6][C:7]=1[F:8].Cl.[F:21][C:22]1[CH:27]=[C:26]([F:28])[CH:25]=[CH:24][C:23]=1[NH:29][NH2:30]. (8) Reactant: Cl.[CH3:2][O:3][C:4](=[O:11])[CH2:5][C@H:6]1[CH2:10][CH2:9][CH2:8][NH:7]1.[Cl:12][C:13]1[N:18]=[C:17](Cl)[C:16]([N+:20]([O-:22])=[O:21])=[CH:15][N:14]=1.C(=O)(O)[O-].[Na+].C(OCC)(=O)C. Product: [CH3:2][O:3][C:4](=[O:11])[CH2:5][C@H:6]1[CH2:10][CH2:9][CH2:8][N:7]1[C:15]1[C:16]([N+:20]([O-:22])=[O:21])=[CH:17][N:18]=[C:13]([Cl:12])[N:14]=1. The catalyst class is: 22.